From a dataset of Full USPTO retrosynthesis dataset with 1.9M reactions from patents (1976-2016). Predict the reactants needed to synthesize the given product. (1) Given the product [F:1][C:2]1[CH:17]=[CH:16][C:5]2[C:6]([CH3:15])=[C:7]([CH:9]=[O:10])[O:8][C:4]=2[CH:3]=1, predict the reactants needed to synthesize it. The reactants are: [F:1][C:2]1[CH:17]=[CH:16][C:5]2[C:6]([CH3:15])=[C:7]([C:9](N(OC)C)=[O:10])[O:8][C:4]=2[CH:3]=1.[H-].[Al+3].[Li+].[H-].[H-].[H-].O. (2) Given the product [OH2:12].[BrH:1].[C:2]1([OH:12])[C:11]2[C:6](=[CH:7][CH:8]=[N:9][CH:10]=2)[CH:5]=[CH:4][N:3]=1, predict the reactants needed to synthesize it. The reactants are: [BrH:1].[C:2]1([OH:12])[C:11]2[C:6](=[CH:7][CH:8]=[N:9][CH:10]=2)[CH:5]=[CH:4][N:3]=1. (3) Given the product [O:37]=[C:38]1[N:44]([CH:45]2[CH2:50][CH2:49][N:48]([C:51]([O:53][C@H:54]([CH2:73][C:74]3[CH:79]=[C:78]([C:80]([F:81])([F:83])[F:82])[C:77]([NH2:84])=[C:76]([Cl:85])[CH:75]=3)[C:55]([N:57]3[CH2:58][CH2:59][CH:60]([CH:63]4[CH2:68][CH2:67][N:66]([O:30][CH2:31][C:32](=[O:33])[N:34]([CH3:36])[CH3:35])[CH2:65][CH2:64]4)[CH2:61][CH:62]3[CH:29]=[C:28]=[O:8])=[O:56])=[O:52])[CH2:47][CH2:46]2)[CH2:43][CH2:42][C:41]2[CH:86]=[CH:87][CH:88]=[CH:89][C:40]=2[NH:39]1, predict the reactants needed to synthesize it. The reactants are: CN(C([O:8]N1N=NC2C=CC=CC1=2)=[N+](C)C)C.[B-](F)(F)(F)F.C(N([CH2:28][CH3:29])CC)C.[OH:30][CH2:31][C:32]([N:34]([CH3:36])[CH3:35])=[O:33].[O:37]=[C:38]1[N:44]([CH:45]2[CH2:50][CH2:49][N:48]([C:51]([O:53][C@H:54]([CH2:73][C:74]3[CH:79]=[C:78]([C:80]([F:83])([F:82])[F:81])[C:77]([NH2:84])=[C:76]([Cl:85])[CH:75]=3)[C:55]([N:57]3[CH2:62][CH2:61][CH:60]([CH:63]4[CH2:68][CH2:67][N:66](CC(O)=O)[CH2:65][CH2:64]4)[CH2:59][CH2:58]3)=[O:56])=[O:52])[CH2:47][CH2:46]2)[CH2:43][CH2:42][C:41]2[CH:86]=[CH:87][CH:88]=[CH:89][C:40]=2[NH:39]1. (4) Given the product [CH3:2][C:3]1([CH3:42])[CH2:8][CH2:7][CH:6]([C:9]2[C:13]([CH2:14][N:15]([CH3:27])[CH2:16][CH2:17][NH:18][CH3:19])=[CH:12][NH:11][N:10]=2)[CH2:5][C@@H:4]1[C:34]([NH:35][CH2:36][CH2:37][CH:38]([CH3:39])[CH3:40])=[O:41], predict the reactants needed to synthesize it. The reactants are: Cl.[CH3:2][C:3]1([CH3:42])[CH2:8][CH2:7][CH:6]([C:9]2[C:13]([CH2:14][N:15]([CH3:27])[CH2:16][CH2:17][N:18](C)[C:19](=O)OC(C)(C)C)=[CH:12][N:11](C3CCCCO3)[N:10]=2)[CH2:5][C@H:4]1[C:34](=[O:41])[NH:35][CH2:36][CH2:37][CH:38]([CH3:40])[CH3:39].